Dataset: Reaction yield outcomes from USPTO patents with 853,638 reactions. Task: Predict the reaction yield, written as a fraction of the theoretical maximum amount of product (1.0 means a 100% yield; for example, 0.34 means a 34% yield). (1) The reactants are [CH2:1]([O:3][C:4]([C:6]1([C:11]([CH3:19])([CH3:18])[O:12][SiH2:13][C:14]([CH3:17])([CH3:16])[CH3:15])[CH2:10][CH2:9][NH:8][CH2:7]1)=[O:5])[CH3:2].C(N(CC)CC)C.C(=O)([O-])[O-].[Cs+].[Cs+].Br[CH2:34][C:35]([O:37][C:38]([CH3:41])([CH3:40])[CH3:39])=[O:36]. The catalyst is C(#N)C. The product is [CH2:1]([O:3][C:4]([C:6]1([C:11]([CH3:18])([CH3:19])[O:12][SiH2:13][C:14]([CH3:17])([CH3:16])[CH3:15])[CH2:10][CH2:9][N:8]([CH2:34][C:35]([O:37][C:38]([CH3:41])([CH3:40])[CH3:39])=[O:36])[CH2:7]1)=[O:5])[CH3:2]. The yield is 0.940. (2) The reactants are Cl[C:2]1[CH:3]=[CH:4][C:5]2[C:34]3[C:10](=[C:11]4[C:31](=[CH:32][CH:33]=3)[C:15]3[N:16]=[C:17]([C@@H:19]5[CH2:23][CH2:22][CH2:21][N:20]5[C:24]([O:26][C:27]([CH3:30])([CH3:29])[CH3:28])=[O:25])[NH:18][C:14]=3[CH:13]=[CH:12]4)[O:9][CH2:8][C:6]=2[CH:7]=1.[B:35]1([B:35]2[O:39][C:38]([CH3:41])([CH3:40])[C:37]([CH3:43])([CH3:42])[O:36]2)[O:39][C:38]([CH3:41])([CH3:40])[C:37]([CH3:43])([CH3:42])[O:36]1.CC(C1C=C(C(C)C)C(C2C=CC=CC=2P(C2CCCCC2)C2CCCCC2)=C(C(C)C)C=1)C.C([O-])(=O)C.[K+]. The catalyst is O1CCOCC1.C(OCC)(=O)C.C1C=CC(/C=C/C(/C=C/C2C=CC=CC=2)=O)=CC=1.C1C=CC(/C=C/C(/C=C/C2C=CC=CC=2)=O)=CC=1.C1C=CC(/C=C/C(/C=C/C2C=CC=CC=2)=O)=CC=1.[Pd].[Pd]. The product is [CH3:42][C:37]1([CH3:43])[C:38]([CH3:41])([CH3:40])[O:39][B:35]([C:2]2[CH:3]=[CH:4][C:5]3[C:34]4[C:10](=[C:11]5[C:31](=[CH:32][CH:33]=4)[C:15]4[N:16]=[C:17]([C@@H:19]6[CH2:23][CH2:22][CH2:21][N:20]6[C:24]([O:26][C:27]([CH3:30])([CH3:29])[CH3:28])=[O:25])[NH:18][C:14]=4[CH:13]=[CH:12]5)[O:9][CH2:8][C:6]=3[CH:7]=2)[O:36]1. The yield is 0.900. (3) The reactants are [F:1][C:2]1[CH:3]=[C:4](Br)[CH:5]=[C:6]([C:8]#[N:9])[CH:7]=1.C([O-])(=O)C.[K+].C([O:23][N:24]=[C:25]1[C:33]2([CH2:38][CH2:37][CH2:36][CH2:35][CH2:34]2)[C:32]2[C:27](=[CH:28][CH:29]=[C:30](Br)[CH:31]=2)[NH:26]1)C1C=CC=CC=1.C(=O)([O-])[O-].[Na+].[Na+]. The catalyst is CN(C=O)C.Cl[Pd]Cl. The product is [OH:23][N:24]=[C:25]1[C:33]2([CH2:38][CH2:37][CH2:36][CH2:35][CH2:34]2)[C:32]2[C:27](=[CH:28][CH:29]=[C:30]([C:4]3[CH:5]=[C:6]([CH:7]=[C:2]([F:1])[CH:3]=3)[C:8]#[N:9])[CH:31]=2)[NH:26]1. The yield is 0.660. (4) The reactants are [Cl:1][C:2]1[CH:10]=[CH:9][C:8](B2OC(C)(C)C(C)(C)O2)=[CH:7][C:3]=1[C:4]([NH2:6])=[O:5].Br[C:21]1[N:26]=[C:25]([NH:27][C:28]2[CH:32]=[C:31]([CH:33]3[CH2:35][CH2:34]3)[NH:30][N:29]=2)[C:24]([C:36]#[C:37][Si](C)(C)C)=[CH:23][N:22]=1.C1(C2NN=C(NC3C(C#C)=CN=C(C4C=C(S(N)(=O)=O)C=CC=4)N=3)C=2)CC1. The catalyst is [Pd]. The product is [Cl:1][C:2]1[CH:10]=[CH:9][C:8]([C:21]2[N:26]=[C:25]([NH:27][C:28]3[NH:29][N:30]=[C:31]([CH:33]4[CH2:35][CH2:34]4)[CH:32]=3)[C:24]([C:36]#[CH:37])=[CH:23][N:22]=2)=[CH:7][C:3]=1[C:4]([NH2:6])=[O:5]. The yield is 0.130. (5) The reactants are [C:1]([O:5][C:6]([NH:8][C@H:9]1[CH2:17][O:16][C:15](=[O:18])[C@H:14]([CH2:19]C(O)=O)[C@@H:13]([O:23][C:24](=[O:28])[CH:25]([CH3:27])[CH3:26])[C@H:12]([CH3:29])[O:11][C:10]1=[O:30])=[O:7])([CH3:4])([CH3:3])[CH3:2].CN1CCOCC1.C(OC(Cl)=O)C(C)C.SC1C=CC=C[N+]=1[O-].C(N(CC)CC)C.C(I)(I)[I:62]. The catalyst is C1COCC1.[Al].[Hg].O. The product is [C:24]([O:23][C@@H:13]1[C@@H:14]([CH2:19][I:62])[C:15](=[O:18])[O:16][CH2:17][C@H:9]([NH:8][C:6]([O:5][C:1]([CH3:4])([CH3:3])[CH3:2])=[O:7])[C:10](=[O:30])[O:11][C@H:12]1[CH3:29])(=[O:28])[CH:25]([CH3:27])[CH3:26]. The yield is 0.510. (6) The reactants are [C:1]([CH:3]([CH2:9][C:10]([C:12]1[C:17]([F:18])=[CH:16][CH:15]=[CH:14][C:13]=1[F:19])=O)[C:4]([O:6][CH2:7][CH3:8])=[O:5])#[N:2].C(OCC)(=O)C.[ClH:26]. The catalyst is C(OCC)(=O)C. The product is [Cl:26][C:1]1[NH:2][C:10]([C:12]2[C:17]([F:18])=[CH:16][CH:15]=[CH:14][C:13]=2[F:19])=[CH:9][C:3]=1[C:4]([O:6][CH2:7][CH3:8])=[O:5]. The yield is 0.680. (7) The reactants are [C:1]([C:3]1[CH:28]=[N:27][C:6]2[N:7]=[C:8]([N:14]3[CH2:17][CH:16]([N:18](C)[C:19](=O)OC(C)(C)C)[CH2:15]3)[C:9]3[N:10]([CH:11]=[N:12][N:13]=3)[C:5]=2[CH:4]=1)#[N:2].C(O)(C(F)(F)F)=O. The catalyst is C(Cl)Cl. The product is [CH3:19][NH:18][CH:16]1[CH2:15][N:14]([C:8]2[C:9]3[N:10]([CH:11]=[N:12][N:13]=3)[C:5]3[CH:4]=[C:3]([C:1]#[N:2])[CH:28]=[N:27][C:6]=3[N:7]=2)[CH2:17]1. The yield is 0.220.